Dataset: Experimentally validated miRNA-target interactions with 360,000+ pairs, plus equal number of negative samples. Task: Binary Classification. Given a miRNA mature sequence and a target amino acid sequence, predict their likelihood of interaction. (1) The miRNA is mmu-miR-194-5p with sequence UGUAACAGCAACUCCAUGUGGA. The protein sequence of the target gene is MASGAARWLVLAPVRSGALRSGPSLRKDGDVSAAWSGSGRSLVPSRSVIVTRSGAILPKPVKMSFGLLRVFSIVIPFLYVGTLISKNFAALLEEHDIFVPEDDDDDD. Result: 0 (no interaction). (2) Result: 0 (no interaction). The miRNA is hsa-miR-6068 with sequence CCUGCGAGUCUCCGGCGGUGG. The protein sequence of the target gene is MGPLQFRDVAIEFSLEEWHCLDTAQRNLYRNVMLENYSNLVFLGIVVSKPDLIAHLEQGKKPLTMKRHEMVANPSVICSHFAQDLWPEQNIKDSFQKVILRRYEKRGHGNLQLIKRCESVDECKVHTGGYNGLNQCSTTTQSKVFQCDKYGKVFHKFSNSNRHNIRHTEKKPFKCIECGKAFNQFSTLITHKKIHTGEKPYICEECGKAFKYSSALNTHKRIHTGEKPYKCDKCDKAFIASSTLSKHEIIHTGKKPYKCEECGKAFNQSSTLTKHKKIHTGEKPYKCEECGKAFNQSSTL.... (3) The miRNA is hsa-miR-4731-5p with sequence UGCUGGGGGCCACAUGAGUGUG. The protein sequence of the target gene is MNFTPTHTPVCRKRTVVSKRGVAVSGPTKRRGMADSLESTPLPSPEDRLAKLHPSKELLEYYQKKMAECEAENEDLLKKLELYKEACEGQHKLECDLQQREEEIAELQKALSDMQVCLFQEREHVLRLYSENDRLRIRELEDKKKIQNLLALVGTDAGEVTYFCKEPPHKVTILQKTIQAVGECEQSESSAFKADPKISKRRPSRERKESSEHYQRDIQTLILQVEALQAQLGEQTKLSREQIEGLIEDRRIHLEEIQVQHQRNQNKIKELTKNLHHTQELLYESTKDFLQLRSENQNKE.... Result: 0 (no interaction). (4) The miRNA is mmu-miR-501-5p with sequence AAUCCUUUGUCCCUGGGUGAAA. The protein sequence of the target gene is MSDESASGSDPDLDPDVELEDAEEEEEEEEVAVEECDRDDEEDLLDDPSLEGMCGTEHAQLGEDGQQPPRCTSTTSSQSEPSEQLRRHQGKNLASEDPKKKRAQKPSHMRRNIRKLLREDQLEPVTKAAQQEELERRKRLEQQRKDYAAPIPTVPLEFLPEEIALRASDGPQLPPRVLAQEVICLDSSSGSEDEKSSRDEVIELSSGEEDTLHIVDSSESVSEDDEEEEKGGTHVNDVLNQRDALGRVLVNLNHPPEEENVFLAPQLARAVKPHQIGGIRFLYDNLVESLERFKTSSGFG.... Result: 0 (no interaction). (5) The miRNA is hsa-miR-1976 with sequence CCUCCUGCCCUCCUUGCUGU. The protein sequence of the target gene is MPPRPGRLLQPLAGLPALATLLLLLGARKGARAQEVEADSGVEQDPHAKHLYTADMFTHGIQSAAHFVMFFAPWCGHCQRLQPTWNDLGDKYNSMEDAKVYVAKVDCTADSDVCSAQGVRGYPTLKFFKPGQEAVKYQGPRDFETLENWMLQTLNEEPATPEPEAEPPRAPELKQGLYELSANNFELHVSQGNHFIKFFAPWCGHCKALAPTWEQLALGLEHSETVKIGKVDCTQHYAVCSEHQVRGYPTLLWFRDGKKVDQYKGKRDLESLRDYVQSQLQGSEAAPETVEPSEAPVMAA.... Result: 0 (no interaction). (6) The miRNA is hsa-miR-1294 with sequence UGUGAGGUUGGCAUUGUUGUCU. The protein sequence of the target gene is MDRFGDISEGEVDHSFFDSDFEDAKKCESNSIFDKQNDDDLKEGINKDTKNVNLKFGVQNDHLKEKIDNNTENVNLKLGLQTTENYLTQKGNERKANFSSKEQHIENDPTQARSSSVLTSSRSKKSCDATKGHKLNLPVPDRIPKIVKGEDDYYTDGEESSDDGKKYVRSKSAKPSSNLKKNVSKKYSSSSLSSSSSRSNSDCSDMGSDRQRRSESHSSGKCVSSVTPSSPKQRCKSGRKSSAQPSSTKQKTGDYHESEGNVPDITPLSTPDVSPAQSLELGQPPDQKVKVKKQENVSRD.... Result: 0 (no interaction). (7) The miRNA is cel-miR-40-3p with sequence UCACCGGGUGUACAUCAGCUAA. The protein sequence of the target gene is MKPAARETRTPPRSPGLRWALLPLLLLLRQGQVLCAGAAPNPIFDIEAVVSPTSVLLTWKHNDSGASECRIENKMESNLTFPVKNQTSCNITGLSPGTSYTFSIISVTTNETLNKTITTEPWPVSDLHVTSVGVTQARLTWSNANGTASYRMLIEELTTHSSVNISGLKPGTNNSFAFPESNETQADFAVAEEVPDANGTKRIPVTNLSQLHKNSLVSVDPPSGQDPSLTEILLTDLKPDTQYNATIYSQAANGTEGQPRNKVFKTNSTQVSDVRAMNISASSMTLTWKSNYDGSRTSIV.... Result: 0 (no interaction).